This data is from Full USPTO retrosynthesis dataset with 1.9M reactions from patents (1976-2016). The task is: Predict the reactants needed to synthesize the given product. (1) Given the product [C:10]([NH:9][C:6]1[CH:7]=[CH:8][C:3]([CH2:1][N:20]2[CH2:19][CH2:18][N:17]([C:22]([O:24][C:25]([CH3:28])([CH3:27])[CH3:26])=[O:23])[C@@H:16]([CH3:15])[CH2:21]2)=[C:4]([CH3:13])[CH:5]=1)(=[O:12])[CH3:11], predict the reactants needed to synthesize it. The reactants are: [CH:1]([C:3]1[CH:8]=[CH:7][C:6]([NH:9][C:10](=[O:12])[CH3:11])=[CH:5][C:4]=1[CH3:13])=O.Cl.[CH3:15][C@H:16]1[CH2:21][NH:20][CH2:19][CH2:18][N:17]1[C:22]([O:24][C:25]([CH3:28])([CH3:27])[CH3:26])=[O:23].C(N(CC)CC)C.C(O[BH-](OC(=O)C)OC(=O)C)(=O)C.[Na+].C([O-])(O)=O.[Na+]. (2) The reactants are: [CH2:1]([O:3][C:4]([C:6]1([C:9]2[CH:14]=[CH:13][C:12]([C:15]3[CH:20]=[CH:19][C:18]([C:21]4[O:25][N:24]=[C:23]([CH3:26])[C:22]=4[CH2:27][C:28](O)=[O:29])=[CH:17][CH:16]=3)=[CH:11][CH:10]=2)[CH2:8][CH2:7]1)=[O:5])[CH3:2].[F:31][C:32]1[CH:40]=[CH:39][CH:38]=[CH:37][C:33]=1[CH2:34][NH:35][CH3:36]. Given the product [CH2:1]([O:3][C:4]([C:6]1([C:9]2[CH:14]=[CH:13][C:12]([C:15]3[CH:16]=[CH:17][C:18]([C:21]4[O:25][N:24]=[C:23]([CH3:26])[C:22]=4[CH2:27][C:28](=[O:29])[N:35]([CH2:34][C:33]4[CH:37]=[CH:38][CH:39]=[CH:40][C:32]=4[F:31])[CH3:36])=[CH:19][CH:20]=3)=[CH:11][CH:10]=2)[CH2:7][CH2:8]1)=[O:5])[CH3:2], predict the reactants needed to synthesize it. (3) Given the product [C:1]([O:4][C@H:5]1[CH2:22][CH2:21][C@@:20]2([CH3:23])[C@@H:7]([CH2:8][CH2:9][C@:10]3([CH3:34])[C@@H:19]2[CH2:18][CH2:17][C@H:16]2[C@@:11]3([CH3:33])[CH2:12][CH2:13][C@@:14]3([C:30]([N:62]4[CH2:63][CH2:64][CH2:65][C@H:61]4[C:59]4[NH:60][C:56]([C:53]5[CH:52]=[CH:51][C:50]([O:49][CH3:48])=[CH:55][CH:54]=5)=[CH:57][N:58]=4)=[O:31])[CH2:26][CH2:25][C@@H:24]([CH:27]([CH3:28])[CH3:29])[C@@H:15]32)[C:6]1([CH3:35])[CH3:36])(=[O:3])[CH3:2], predict the reactants needed to synthesize it. The reactants are: [C:1]([O:4][C@H:5]1[CH2:22][CH2:21][C@@:20]2([CH3:23])[C@@H:7]([CH2:8][CH2:9][C@:10]3([CH3:34])[C@@H:19]2[CH2:18][CH2:17][C@H:16]2[C@@:11]3([CH3:33])[CH2:12][CH2:13][C@@:14]3([C:30](O)=[O:31])[CH2:26][CH2:25][C@@H:24]([CH:27]([CH3:29])[CH3:28])[C@@H:15]32)[C:6]1([CH3:36])[CH3:35])(=[O:3])[CH3:2].C(Cl)(=O)C(Cl)=O.CN(C=O)C.[CH3:48][O:49][C:50]1[CH:55]=[CH:54][C:53]([C:56]2[NH:60][C:59]([C@@H:61]3[CH2:65][CH2:64][CH2:63][NH:62]3)=[N:58][CH:57]=2)=[CH:52][CH:51]=1. (4) Given the product [NH:18]1[C:22]2=[N:23][CH:24]=[CH:25][CH:26]=[C:21]2[C:20]([C:27]2[CH:32]=[CH:31][N:30]=[C:29]([NH:1][C@H:2]3[CH2:7][CH2:6][C@H:5]([OH:8])[CH2:4][CH2:3]3)[N:28]=2)=[CH:19]1, predict the reactants needed to synthesize it. The reactants are: [NH2:1][C@H:2]1[CH2:7][CH2:6][C@H:5]([OH:8])[CH2:4][CH2:3]1.C1(S([N:18]2[C:22]3=[N:23][CH:24]=[CH:25][CH:26]=[C:21]3[C:20]([C:27]3[CH:32]=[CH:31][N:30]=[C:29](Cl)[N:28]=3)=[CH:19]2)(=O)=O)C=CC=CC=1.